This data is from Reaction yield outcomes from USPTO patents with 853,638 reactions. The task is: Predict the reaction yield, written as a fraction of the theoretical maximum amount of product (1.0 means a 100% yield; for example, 0.34 means a 34% yield). (1) The reactants are [Cl:1][C:2]1[CH:3]=[C:4]([NH:10][C:11]2[N:16]=[C:15](Cl)[N:14]=[C:13]([Cl:18])[N:12]=2)[CH:5]=[CH:6][C:7]=1[O:8][CH3:9].[CH:19]1([NH2:26])[CH2:25][CH2:24][CH2:23][CH2:22][CH2:21][CH2:20]1.O.[OH-].[Na+]. The catalyst is CC(C)=O.C(OCC)(=O)C. The product is [Cl:18][C:13]1[N:12]=[C:11]([NH:10][C:4]2[CH:5]=[CH:6][C:7]([O:8][CH3:9])=[C:2]([Cl:1])[CH:3]=2)[N:16]=[C:15]([NH:26][CH:19]2[CH2:25][CH2:24][CH2:23][CH2:22][CH2:21][CH2:20]2)[N:14]=1. The yield is 0.705. (2) The reactants are [CH3:1][C:2](OC(C)=O)=[O:3].CCN(CC)CC.[CH3:15][O:16][C:17]([C:19]1[S:20][C:21]([CH2:24][CH2:25][CH2:26][C@@H:27]2[C@@H:31]([C:32]3[CH:37]=[CH:36][C:35]([CH:38]([O:44][CH2:45][C:46]4[CH:51]=[CH:50][C:49]([O:52][CH3:53])=[CH:48][CH:47]=4)[CH2:39][CH2:40][CH2:41][CH2:42][CH3:43])=[CH:34][CH:33]=3)[C:30](=[O:54])[CH:29]([OH:55])[CH:28]2[OH:56])=[CH:22][CH:23]=1)=[O:18].[C:57](OCC)(=[O:59])[CH3:58]. The catalyst is CN(C1C=CN=CC=1)C.C(Cl)CCl. The product is [CH3:15][O:16][C:17]([C:19]1[S:20][C:21]([CH2:24][CH2:25][CH2:26][C@@H:27]2[C@@H:31]([C:32]3[CH:37]=[CH:36][C:35]([CH:38]([O:44][CH2:45][C:46]4[CH:51]=[CH:50][C:49]([O:52][CH3:53])=[CH:48][CH:47]=4)[CH2:39][CH2:40][CH2:41][CH2:42][CH3:43])=[CH:34][CH:33]=3)[C:30](=[O:54])[CH:29]([O:55][C:2](=[O:3])[CH3:1])[CH:28]2[O:56][C:57](=[O:59])[CH3:58])=[CH:22][CH:23]=1)=[O:18]. The yield is 0.510. (3) The reactants are [Br:1][C:2]1[CH:3]=[C:4]2[C:10]([I:11])=[CH:9][NH:8][C:5]2=[N:6][CH:7]=1.[H-].[Na+].[C:14]1([CH3:24])[CH:19]=[CH:18][C:17]([S:20](Cl)(=[O:22])=[O:21])=[CH:16][CH:15]=1.Cl. The catalyst is C1COCC1. The product is [Br:1][C:2]1[CH:3]=[C:4]2[C:10]([I:11])=[CH:9][N:8]([S:20]([C:17]3[CH:18]=[CH:19][C:14]([CH3:24])=[CH:15][CH:16]=3)(=[O:22])=[O:21])[C:5]2=[N:6][CH:7]=1. The yield is 0.810.